This data is from Peptide-MHC class II binding affinity with 134,281 pairs from IEDB. The task is: Regression. Given a peptide amino acid sequence and an MHC pseudo amino acid sequence, predict their binding affinity value. This is MHC class II binding data. (1) The peptide sequence is EKKYFAATQFEPLAE. The MHC is HLA-DQA10301-DQB10302 with pseudo-sequence HLA-DQA10301-DQB10302. The binding affinity (normalized) is 0.588. (2) The peptide sequence is SGHVIPACKNLSPSA. The MHC is HLA-DQA10102-DQB10602 with pseudo-sequence HLA-DQA10102-DQB10602. The binding affinity (normalized) is 0.431. (3) The peptide sequence is CKTLTPLMSSKFPEL. The binding affinity (normalized) is 0.213. The MHC is HLA-DQA10501-DQB10201 with pseudo-sequence HLA-DQA10501-DQB10201. (4) The peptide sequence is VVHFFHNIVTP. The MHC is H-2-IAs with pseudo-sequence H-2-IAs. The binding affinity (normalized) is 0. (5) The peptide sequence is EKKYFAATQFEPAAA. The MHC is HLA-DQA10101-DQB10501 with pseudo-sequence HLA-DQA10101-DQB10501. The binding affinity (normalized) is 0.387. (6) The peptide sequence is NGRLITANPVVTKKE. The MHC is DRB1_0802 with pseudo-sequence DRB1_0802. The binding affinity (normalized) is 0.515.